Task: Predict the reactants needed to synthesize the given product.. Dataset: Full USPTO retrosynthesis dataset with 1.9M reactions from patents (1976-2016) (1) Given the product [CH3:1][O:2][C:3](=[O:12])[C:4]1[CH:9]=[C:8]([CH3:10])[CH:7]=[CH:6][C:5]=1[S:62][Si:61]([CH:63]([CH3:65])[CH3:64])([CH:66]([CH3:68])[CH3:67])[CH:58]([CH3:59])[CH3:60], predict the reactants needed to synthesize it. The reactants are: [CH3:1][O:2][C:3](=[O:12])[C:4]1[CH:9]=[C:8]([CH3:10])[CH:7]=[CH:6][C:5]=1Br.C1(P(C2C=CC=CC=2)C2C=CC=CC=2OC2C=CC=CC=2P(C2C=CC=CC=2)C2C=CC=CC=2)C=CC=CC=1.CC(C)([O-])C.[Na+].[CH:58]([Si:61]([CH:66]([CH3:68])[CH3:67])([CH:63]([CH3:65])[CH3:64])[SH:62])([CH3:60])[CH3:59]. (2) Given the product [C:36]([O:40][C:41]([N:43]([CH2:78][O:79][CH2:80][CH2:81][Si:82]([CH3:85])([CH3:84])[CH3:83])[C:44]1[S:45][C@:46]2([C:74]([OH:76])=[O:75])[C@H:48]([C@:49]([C:52]3[CH:57]=[C:56]([NH:58][C:59]([C:61]4[CH:66]=[N:65][C:64]([O:67][CH2:68][C:69]([F:71])([F:70])[F:72])=[CH:63][N:62]=4)=[O:60])[CH:55]=[CH:54][C:53]=3[F:73])([CH3:51])[N:50]=1)[CH2:47]2)=[O:42])([CH3:39])([CH3:38])[CH3:37], predict the reactants needed to synthesize it. The reactants are: BrC1C=CC(F)=C([C@]2(C)C3[C@](C(O)=O)(C3)SC(N(C(OC(C)(C)C)=O)COCC[Si](C)(C)C)=N2)C=1.[C:36]([O:40][C:41]([N:43]([CH2:78][O:79][CH2:80][CH2:81][Si:82]([CH3:85])([CH3:84])[CH3:83])[C:44]1[S:45][C@:46]2([C:74]([O:76]C)=[O:75])[C@H:48]([C@:49]([C:52]3[CH:57]=[C:56]([NH:58][C:59]([C:61]4[CH:66]=[N:65][C:64]([O:67][CH2:68][C:69]([F:72])([F:71])[F:70])=[CH:63][N:62]=4)=[O:60])[CH:55]=[CH:54][C:53]=3[F:73])([CH3:51])[N:50]=1)[CH2:47]2)=[O:42])([CH3:39])([CH3:38])[CH3:37]. (3) Given the product [CH3:28][C:29]([CH3:34])([CH3:33])[C:30]([O:32][CH2:20][N:14]1[C:15](=[O:17])[C:16]2[N:8]([CH2:1][C:2]3[CH:7]=[CH:6][CH:5]=[CH:4][CH:3]=3)[CH:9]=[N:10][C:11]=2[N:12]([CH3:19])[C:13]1=[O:18])=[O:31], predict the reactants needed to synthesize it. The reactants are: [CH2:1]([N:8]1[C:16]2[C:15](=[O:17])[NH:14][C:13](=[O:18])[N:12]([CH3:19])[C:11]=2[N:10]=[CH:9]1)[C:2]1[CH:7]=[CH:6][CH:5]=[CH:4][CH:3]=1.[C:20](=O)([O-])[O-].[K+].[K+].ClC[CH2:28][C:29]([CH3:34])([CH3:33])[C:30]([O-:32])=[O:31]. (4) Given the product [Cl:4][C:5]1[CH:10]=[CH:9][C:8]([S:11]([CH:14]([C:23]2[CH:28]=[C:27]([F:29])[CH:26]=[CH:25][C:24]=2[F:30])[C:15]2[N:20]=[CH:19][C:18]([CH2:21][NH:22][C:39](=[O:45])[C:40]([O:42][CH2:43][CH3:44])=[O:41])=[CH:17][CH:16]=2)(=[O:13])=[O:12])=[CH:7][CH:6]=1, predict the reactants needed to synthesize it. The reactants are: ClCCl.[Cl:4][C:5]1[CH:10]=[CH:9][C:8]([S:11]([CH:14]([C:23]2[CH:28]=[C:27]([F:29])[CH:26]=[CH:25][C:24]=2[F:30])[C:15]2[N:20]=[CH:19][C:18]([CH2:21][NH2:22])=[CH:17][CH:16]=2)(=[O:13])=[O:12])=[CH:7][CH:6]=1.CN1CCOCC1.Cl[C:39](=[O:45])[C:40]([O:42][CH2:43][CH3:44])=[O:41]. (5) Given the product [N:18]1[C:27]2[C:22](=[CH:23][CH:24]=[CH:25][CH:26]=2)[CH:21]=[C:20]([NH:28][C:15]([C:9]2[CH:10]=[CH:11][C:12]3[NH:13][C:14]4[C:2](=[O:1])[CH2:3][CH2:4][CH2:5][C:6]=4[C:7]=3[CH:8]=2)=[O:17])[CH:19]=1, predict the reactants needed to synthesize it. The reactants are: [O:1]=[C:2]1[C:14]2[NH:13][C:12]3[CH:11]=[CH:10][C:9]([C:15]([OH:17])=O)=[CH:8][C:7]=3[C:6]=2[CH2:5][CH2:4][CH2:3]1.[N:18]1[C:27]2[C:22](=[CH:23][CH:24]=[CH:25][CH:26]=2)[CH:21]=[C:20]([NH2:28])[CH:19]=1.